This data is from Reaction yield outcomes from USPTO patents with 853,638 reactions. The task is: Predict the reaction yield, written as a fraction of the theoretical maximum amount of product (1.0 means a 100% yield; for example, 0.34 means a 34% yield). (1) The reactants are Br[C:2]1[CH:3]=[CH:4][C:5]([N:9]2[CH2:14][CH:13]([CH3:15])[CH2:12][CH:11]([CH3:16])[CH2:10]2)=[C:6]([CH:8]=1)[NH2:7].[CH3:17][C:18]1([CH3:32])[CH2:23][O:22][B:21]([B:21]2[O:22][CH2:23][C:18]([CH3:32])([CH3:17])[CH2:19][O:20]2)[O:20][CH2:19]1.C([O-])(=O)C.[K+]. The catalyst is CS(C)=O.CCOC(C)=O.CCCCCC.C1C=CC(P(C2C=CC=CC=2)[C-]2C=CC=C2)=CC=1.C1C=CC(P(C2C=CC=CC=2)[C-]2C=CC=C2)=CC=1.Cl[Pd]Cl.[Fe+2].C(Cl)Cl. The product is [CH3:17][C:18]1([CH3:32])[CH2:23][O:22][B:21]([C:2]2[CH:3]=[CH:4][C:5]([N:9]3[CH2:14][CH:13]([CH3:15])[CH2:12][CH:11]([CH3:16])[CH2:10]3)=[C:6]([CH:8]=2)[NH2:7])[O:20][CH2:19]1. The yield is 0.760. (2) The reactants are [F:1][C:2]1[CH:7]=[CH:6][C:5]([N:8]2[CH2:13][CH2:12][NH:11][CH2:10][CH2:9]2)=[C:4]([C:14]([F:17])([F:16])[F:15])[CH:3]=1.[Cl:18][C:19]1[CH:24]=[CH:23][CH:22]=[CH:21][C:20]=1[S:25](Cl)(=[O:27])=[O:26].C(N(C(C)C)CC)(C)C. The catalyst is ClCCl. The product is [Cl:18][C:19]1[CH:24]=[CH:23][CH:22]=[CH:21][C:20]=1[S:25]([N:11]1[CH2:12][CH2:13][N:8]([C:5]2[CH:6]=[CH:7][C:2]([F:1])=[CH:3][C:4]=2[C:14]([F:16])([F:15])[F:17])[CH2:9][CH2:10]1)(=[O:27])=[O:26]. The yield is 0.733.